Task: Predict the reaction yield, written as a fraction of the theoretical maximum amount of product (1.0 means a 100% yield; for example, 0.34 means a 34% yield).. Dataset: Reaction yield outcomes from USPTO patents with 853,638 reactions (1) The reactants are [CH2:1]([NH2:8])[C:2]1[CH:7]=[CH:6][CH:5]=[CH:4][CH:3]=1.CS(O[CH2:14][CH:15]([NH:25][C:26]([O:28][C:29]([CH3:32])([CH3:31])[CH3:30])=[O:27])[CH2:16][CH:17]([CH3:24])[CH2:18]OS(C)(=O)=O)(=O)=O.C([O-])([O-])=O.[K+].[K+].CCOC(C)=O. The catalyst is COCCOC.O. The product is [CH2:1]([N:8]1[CH2:24][C@@H:17]([CH3:18])[CH2:16][C@H:15]([NH:25][C:26](=[O:27])[O:28][C:29]([CH3:30])([CH3:31])[CH3:32])[CH2:14]1)[C:2]1[CH:7]=[CH:6][CH:5]=[CH:4][CH:3]=1. The yield is 0.0160. (2) The reactants are CN(C)C=O.[O:6]1[CH2:10][CH2:9][O:8][CH:7]1[C:11]1[CH:12]=[CH:13][C:14]([CH2:17][OH:18])=[N:15][CH:16]=1.[H-].[Na+].F[C:22]1[CH:27]=[CH:26][CH:25]=[CH:24][N:23]=1. The catalyst is O. The product is [O:6]1[CH2:10][CH2:9][O:8][CH:7]1[C:11]1[CH:12]=[CH:13][C:14]([CH2:17][O:18][C:22]2[CH:27]=[CH:26][CH:25]=[CH:24][N:23]=2)=[N:15][CH:16]=1. The yield is 0.770. (3) The reactants are [CH2:1]([N:8]1[C:14](=O)[CH:13]2[NH:16][CH:10]([CH2:11][CH2:12]2)[C:9]1=O)[C:2]1[CH:7]=[CH:6][CH:5]=[CH:4][CH:3]=1.[H-].[H-].[H-].[H-].[Li+].[Al+3]. The catalyst is CCOCC. The product is [CH2:1]([N:8]1[CH2:14][CH:13]2[NH:16][CH:10]([CH2:11][CH2:12]2)[CH2:9]1)[C:2]1[CH:3]=[CH:4][CH:5]=[CH:6][CH:7]=1. The yield is 0.520. (4) The reactants are [CH:1]1([O:6][C:7](=[O:26])[C@@H:8]([NH:15]C(OCC2C=CC=CC=2)=O)[CH2:9][O:10][C:11]([CH3:14])([CH3:13])[CH3:12])[CH2:5][CH2:4][CH2:3][CH2:2]1. The catalyst is CCO.[OH-].[Pd+2].[OH-]. The product is [CH:1]1([O:6][C:7](=[O:26])[C@@H:8]([NH2:15])[CH2:9][O:10][C:11]([CH3:12])([CH3:13])[CH3:14])[CH2:2][CH2:3][CH2:4][CH2:5]1. The yield is 1.00. (5) The reactants are [Br:1][C:2]1[CH:3]=[C:4]2[C:8](=[CH:9][CH:10]=1)[NH:7][CH:6]=[C:5]2[C:11](=[O:17])[CH2:12][CH2:13][C:14]([OH:16])=[O:15].[H-].[Na+].[CH3:20][N:21]([CH3:32])[C:22]1[N:27]=[C:26]([N:28]([CH3:30])[CH3:29])[N:25]=[C:24](Cl)[N:23]=1.Cl. The catalyst is CN(C)C=O.O. The product is [CH3:29][N:28]([CH3:30])[C:26]1[N:27]=[C:22]([N:21]([CH3:32])[CH3:20])[N:23]=[C:24]([N:7]2[C:8]3[C:4](=[CH:3][C:2]([Br:1])=[CH:10][CH:9]=3)[C:5]([C:11](=[O:17])[CH2:12][CH2:13][C:14]([OH:16])=[O:15])=[CH:6]2)[N:25]=1. The yield is 0.480.